This data is from Forward reaction prediction with 1.9M reactions from USPTO patents (1976-2016). The task is: Predict the product of the given reaction. (1) The product is: [CH2:12]([N:17]([CH2:37][CH2:38][CH:39]([CH3:41])[CH3:40])[C:18]([C:20]1[CH:25]=[CH:24][N:23]2[N:26]=[C:27]([C:29]([N:31]3[CH2:32][CH2:33][O:43][CH2:35][CH2:36]3)=[O:30])[C:28](/[CH:2]=[CH:3]/[CH:4]=[O:5])=[C:22]2[CH:21]=1)=[O:19])[CH2:13][CH:14]([CH3:16])[CH3:15]. Given the reactants C[C:2](C)=[CH:3][CH:4]=[O:5].O=P(Cl)(Cl)Cl.[CH2:12]([N:17]([CH2:37][CH2:38][CH:39]([CH3:41])[CH3:40])[C:18]([C:20]1[CH:25]=[CH:24][N:23]2[N:26]=[C:27]([C:29]([N:31]3[CH2:36][CH2:35]C[CH2:33][CH2:32]3)=[O:30])[CH:28]=[C:22]2[CH:21]=1)=[O:19])[CH2:13][CH:14]([CH3:16])[CH3:15].C(=O)(O)[O-:43].[Na+].[NH4+].[Cl-], predict the reaction product. (2) Given the reactants [NH:1]1[C:5]2[CH:6]=[CH:7][C:8]([C:10]([N:12]3[C@@H:21]4[C@@H:16]([C:17]5[CH:25]=[CH:24][C:23]([C:26]([OH:28])=O)=[CH:22][C:18]=5[CH2:19][CH2:20]4)[CH2:15][CH2:14][CH2:13]3)=[O:11])=[CH:9][C:4]=2[N:3]=[CH:2]1.[NH3:29], predict the reaction product. The product is: [NH:1]1[C:5]2[CH:6]=[CH:7][C:8]([C:10]([N:12]3[C@@H:21]4[C@@H:16]([C:17]5[CH:25]=[CH:24][C:23]([C:26]([NH2:29])=[O:28])=[CH:22][C:18]=5[CH2:19][CH2:20]4)[CH2:15][CH2:14][CH2:13]3)=[O:11])=[CH:9][C:4]=2[N:3]=[CH:2]1.